Dataset: Reaction yield outcomes from USPTO patents with 853,638 reactions. Task: Predict the reaction yield, written as a fraction of the theoretical maximum amount of product (1.0 means a 100% yield; for example, 0.34 means a 34% yield). (1) The reactants are Cl[C:2]1[N:3]=[C:4]([O:11][C:12]2[CH:17]=[CH:16][CH:15]=[C:14]([N+:18]([O-:20])=[O:19])[CH:13]=2)[C:5]2[S:10][CH:9]=[CH:8][C:6]=2[N:7]=1.[CH3:21][N:22]1[CH2:27][CH2:26][N:25]([C:28]2[CH:29]=[CH:30][C:31]([NH2:34])=[N:32][CH:33]=2)[CH2:24][CH2:23]1.C(=O)([O-])[O-].[Cs+].[Cs+]. The catalyst is O1CCOCC1.C1C=CC(/C=C/C(/C=C/C2C=CC=CC=2)=O)=CC=1.C1C=CC(/C=C/C(/C=C/C2C=CC=CC=2)=O)=CC=1.[Pd]. The product is [CH3:21][N:22]1[CH2:27][CH2:26][N:25]([C:28]2[CH:29]=[CH:30][C:31]([NH:34][C:2]3[N:3]=[C:4]([O:11][C:12]4[CH:17]=[CH:16][CH:15]=[C:14]([N+:18]([O-:20])=[O:19])[CH:13]=4)[C:5]4[S:10][CH:9]=[CH:8][C:6]=4[N:7]=3)=[N:32][CH:33]=2)[CH2:24][CH2:23]1. The yield is 0.700. (2) The reactants are [CH2:1]([O:3][C:4]([C:6]1[O:14][C:13]2[C:12]([F:15])=[CH:11][N:10]=[CH:9][C:8]=2[C:7]=1[NH2:16])=[O:5])[CH3:2].Br[C:18]1[CH:23]=[CH:22][C:21]([S:24][CH3:25])=[CH:20][C:19]=1[F:26].CC1(C)C2C(=C(P(C3C=CC=CC=3)C3C=CC=CC=3)C=CC=2)OC2C(P(C3C=CC=CC=3)C3C=CC=CC=3)=CC=CC1=2.[O-]P([O-])([O-])=O.[K+].[K+].[K+]. The catalyst is C1(C)C=CC=CC=1.C1C=CC(/C=C/C(/C=C/C2C=CC=CC=2)=O)=CC=1.C1C=CC(/C=C/C(/C=C/C2C=CC=CC=2)=O)=CC=1.C1C=CC(/C=C/C(/C=C/C2C=CC=CC=2)=O)=CC=1.[Pd].[Pd]. The product is [CH2:1]([O:3][C:4]([C:6]1[O:14][C:13]2[C:12]([F:15])=[CH:11][N:10]=[CH:9][C:8]=2[C:7]=1[NH:16][C:18]1[CH:23]=[CH:22][C:21]([S:24][CH3:25])=[CH:20][C:19]=1[F:26])=[O:5])[CH3:2]. The yield is 0.550.